Dataset: Reaction yield outcomes from USPTO patents with 853,638 reactions. Task: Predict the reaction yield, written as a fraction of the theoretical maximum amount of product (1.0 means a 100% yield; for example, 0.34 means a 34% yield). (1) The reactants are Cl[P:2]([C:9]1[CH:14]=[CH:13][CH:12]=[CH:11][CH:10]=1)[C:3]1[CH:8]=[CH:7][CH:6]=[CH:5][CH:4]=1.C1COCC1.CC(C)([O-])C.[K+].Cl[CH2:27][C:28]1[N:33]=[C:32]([C:34]2[CH:39]=[CH:38][CH:37]=[CH:36][N:35]=2)[CH:31]=[CH:30][CH:29]=1. The catalyst is CCOCC.O. The product is [C:3]1([P:2]([CH2:27][C:28]2[N:33]=[C:32]([C:34]3[CH:39]=[CH:38][CH:37]=[CH:36][N:35]=3)[CH:31]=[CH:30][CH:29]=2)[C:9]2[CH:14]=[CH:13][CH:12]=[CH:11][CH:10]=2)[CH:8]=[CH:7][CH:6]=[CH:5][CH:4]=1. The yield is 0.610. (2) The reactants are [Cl:1][C:2]1[CH:10]=[CH:9][CH:8]=[C:7]([Cl:11])[C:3]=1[C:4](Cl)=[O:5].Cl.[NH2:13][C:14]1[CH:15]=[C:16]([B:21]([OH:23])[OH:22])[CH:17]=[CH:18][C:19]=1[Cl:20]. No catalyst specified. The product is [Cl:1][C:2]1[CH:10]=[CH:9][CH:8]=[C:7]([Cl:11])[C:3]=1[C:4]([NH:13][C:14]1[CH:15]=[C:16]([B:21]([OH:23])[OH:22])[CH:17]=[CH:18][C:19]=1[Cl:20])=[O:5]. The yield is 0.570. (3) The reactants are [Br:1][C:2]1[C:7]([O:8][CH3:9])=[CH:6][C:5]([C:10]2[O:11][CH:12]=[CH:13][CH:14]=2)=[CH:4][C:3]=1[O:15][CH3:16].C([N-]C(C)C)(C)C.[Li+].[N:25]1[N:26]([C:30]2[CH:35]=[CH:34][C:33]([CH:36]([O:43][CH3:44])[C:37](N(OC)C)=[O:38])=[CH:32][CH:31]=2)[N:27]=[CH:28][CH:29]=1. The catalyst is C1COCC1. The product is [N:25]1[N:26]([C:30]2[CH:31]=[CH:32][C:33]([CH:36]([O:43][CH3:44])[C:37]([C:12]3[O:11][C:10]([C:5]4[CH:6]=[C:7]([O:8][CH3:9])[C:2]([Br:1])=[C:3]([O:15][CH3:16])[CH:4]=4)=[CH:14][CH:13]=3)=[O:38])=[CH:34][CH:35]=2)[N:27]=[CH:28][CH:29]=1. The yield is 0.100. (4) The product is [Cl:1][C:2]1[N:7]=[C:6]([CH:8]([F:17])[CH3:9])[CH:5]=[CH:4][N:3]=1. The reactants are [Cl:1][C:2]1[N:7]=[C:6]([CH:8](O)[CH3:9])[CH:5]=[CH:4][N:3]=1.C(N(S(F)(F)[F:17])CC)C. The catalyst is ClCCl. The yield is 0.490. (5) The reactants are [NH2:1][C:2]1[CH:7]=[C:6]([C:8]([F:11])([F:10])[F:9])[CH:5]=[CH:4][N:3]=1.[C:12]1([O:18][C:19](Cl)=[O:20])[CH:17]=[CH:16][CH:15]=[CH:14][CH:13]=1.N1C=CC=CC=1. The catalyst is C(Cl)Cl.CCOCC. The product is [F:10][C:8]([F:9])([F:11])[C:6]1[CH:5]=[CH:4][N:3]=[C:2]([NH:1][C:19](=[O:20])[O:18][C:12]2[CH:17]=[CH:16][CH:15]=[CH:14][CH:13]=2)[CH:7]=1. The yield is 0.920. (6) The reactants are N[CH:2]([CH2:24][CH2:25][CH3:26])[CH2:3][CH2:4][N:5]1[C:13]([S:14][C:15]2[CH:20]=[C:19]([Cl:21])[CH:18]=[C:17]([Cl:22])[CH:16]=2)=[N:12][C:11]2[C:6]1=[N:7][CH:8]=[N:9][C:10]=2[NH2:23].[CH:27]1[C:32]([N:33]=[C:34]=[S:35])=[CH:31][C:30]2[C:36]([O:38][C:39]3([C:49]4[CH:50]=[CH:51][C:52]([OH:54])=[CH:53][C:48]=4[O:47][C:41]4[CH:42]=[C:43]([OH:46])[CH:44]=[CH:45][C:40]3=4)[C:29]=2[CH:28]=1)=[O:37].CC[N:57](CC)CC. The catalyst is CN(C=O)C. The product is [NH2:23][C:10]1[N:9]=[CH:8][N:7]=[C:6]2[C:11]=1[N:12]=[C:13]([S:14][C:15]1[CH:20]=[C:19]([Cl:21])[CH:18]=[C:17]([Cl:22])[CH:16]=1)[N:5]2[CH2:4][CH2:3][CH2:2][CH2:24][CH2:25][CH2:26][NH:57][C:34](=[S:35])[NH:33][C:32]1[CH:27]=[CH:28][C:29]([C:39]2[C:49]3[C:48]([O:47][C:41]4[C:40]=2[CH:45]=[CH:44][C:43](=[O:46])[CH:42]=4)=[CH:53][C:52]([OH:54])=[CH:51][CH:50]=3)=[C:30]([CH:31]=1)[C:36]([OH:38])=[O:37]. The yield is 0.860.